The task is: Predict the reactants needed to synthesize the given product.. This data is from Full USPTO retrosynthesis dataset with 1.9M reactions from patents (1976-2016). (1) Given the product [C:22]([O:26][C:27]([N:29]1[CH2:33][CH2:32][C@@H:31]([NH:34][CH2:18][C:16]2[CH:15]=[N:14][CH:13]=[C:12]([C:7]3[N:8]([CH3:11])[C:9]4[C:5]([C:6]=3[C:20]#[N:21])=[CH:4][CH:3]=[C:2]([Cl:1])[CH:10]=4)[CH:17]=2)[CH2:30]1)=[O:28])([CH3:25])([CH3:23])[CH3:24], predict the reactants needed to synthesize it. The reactants are: [Cl:1][C:2]1[CH:10]=[C:9]2[C:5]([C:6]([C:20]#[N:21])=[C:7]([C:12]3[CH:13]=[N:14][CH:15]=[C:16]([CH:18]=O)[CH:17]=3)[N:8]2[CH3:11])=[CH:4][CH:3]=1.[C:22]([O:26][C:27]([N:29]1[CH2:33][CH2:32][C@@H:31]([NH2:34])[CH2:30]1)=[O:28])([CH3:25])([CH3:24])[CH3:23]. (2) Given the product [Br:20][C:18]1[CH:17]=[CH:16][C:15]2[O:21][CH2:9][CH2:8][NH:7][S:11](=[O:13])(=[O:12])[C:14]=2[CH:19]=1, predict the reactants needed to synthesize it. The reactants are: C(OC(=O)[N:7]([S:11]([C:14]1[CH:19]=[C:18]([Br:20])[CH:17]=[CH:16][C:15]=1[OH:21])(=[O:13])=[O:12])[CH2:8][CH2:9]Cl)(C)(C)C.C([O-])([O-])=O.[K+].[K+]. (3) Given the product [F:1][C:2]1[CH:3]=[CH:4][C:5]([C:8]2[CH:9]=[CH:10][C:11]([CH2:14][NH:16][CH2:17][C:18]3[CH:19]=[C:20]([CH:30]=[CH:31][CH:32]=3)[CH2:21][NH:22][C:23](=[O:29])[O:24][C:25]([CH3:27])([CH3:28])[CH3:26])=[CH:12][CH:13]=2)=[CH:6][CH:7]=1, predict the reactants needed to synthesize it. The reactants are: [F:1][C:2]1[CH:7]=[CH:6][C:5]([C:8]2[CH:13]=[CH:12][C:11]([CH:14]=O)=[CH:10][CH:9]=2)=[CH:4][CH:3]=1.[NH2:16][CH2:17][C:18]1[CH:19]=[C:20]([CH:30]=[CH:31][CH:32]=1)[CH2:21][NH:22][C:23](=[O:29])[O:24][C:25]([CH3:28])([CH3:27])[CH3:26].[BH4-].[Na+]. (4) Given the product [Br:13][C:14]1[C:15]([F:37])=[CH:16][C:17]([CH3:36])=[C:18]([C:20]2[C:21](=[O:35])[NH:22][C:23]3([CH2:24][CH2:25][C:26](=[O:27])[CH2:31][CH2:32]3)[C:33]=2[OH:34])[CH:19]=1, predict the reactants needed to synthesize it. The reactants are: O.C1(C)C=CC(S(O)(=O)=O)=CC=1.[Br:13][C:14]1[C:15]([F:37])=[CH:16][C:17]([CH3:36])=[C:18]([C:20]2[C:21](=[O:35])[NH:22][C:23]3([C:33]=2[OH:34])[CH2:32][CH2:31][C:26]2(OCC[O:27]2)[CH2:25][CH2:24]3)[CH:19]=1. (5) Given the product [Cl:36][C:33]1[S:32][C:31]([S:28]([NH:27][C:26]([N:18]2[CH2:19][CH2:20][CH2:21][N:15]([C:4]3[C:3]([C:1]#[N:2])=[CH:13][C:7]([C:8]([O:10][CH2:11][CH3:12])=[O:9])=[C:6]([CH3:14])[N:5]=3)[CH2:16][CH2:17]2)=[O:25])(=[O:30])=[O:29])=[CH:35][CH:34]=1, predict the reactants needed to synthesize it. The reactants are: [C:1]([C:3]1[C:4]([N:15]2[CH2:21][CH2:20][CH2:19][NH:18][CH2:17][CH2:16]2)=[N:5][C:6]([CH3:14])=[C:7]([CH:13]=1)[C:8]([O:10][CH2:11][CH3:12])=[O:9])#[N:2].ClC(Cl)(Cl)C[O:25][C:26](=O)[NH:27][S:28]([C:31]1[S:32][C:33]([Cl:36])=[CH:34][CH:35]=1)(=[O:30])=[O:29].CCN(C(C)C)C(C)C. (6) Given the product [CH2:1]([C:3]1[C:8]([CH2:9][OH:10])=[CH:7][CH:6]=[CH:5][C:4]=1[C:13]1[CH:14]=[CH:15][C:16]([O:19][CH3:20])=[CH:17][CH:18]=1)[CH3:2], predict the reactants needed to synthesize it. The reactants are: [CH2:1]([C:3]1[C:8]([C:9](OC)=[O:10])=[CH:7][CH:6]=[CH:5][C:4]=1[C:13]1[CH:18]=[CH:17][C:16]([O:19][CH3:20])=[CH:15][CH:14]=1)[CH3:2].[H-].[Al+3].[Li+].[H-].[H-].[H-].O.[OH-].[Na+]. (7) The reactants are: [Cl:1][C:2]1[CH:7]=[C:6]([N+:8]([O-])=O)[CH:5]=[CH:4][C:3]=1[C:11]1[N:15]([CH3:16])[N:14]=[CH:13][N:12]=1.[Cl-].[NH4+].CO. Given the product [Cl:1][C:2]1[CH:7]=[C:6]([CH:5]=[CH:4][C:3]=1[C:11]1[N:15]([CH3:16])[N:14]=[CH:13][N:12]=1)[NH2:8], predict the reactants needed to synthesize it. (8) Given the product [F:50][C:10]1([F:9])[CH2:11][CH2:12][CH:13]([O:16][C:17]2[CH:18]=[CH:19][C:20]([N:23]3[C:28](=[O:29])[C:27]([CH2:30][C:31]4[CH:36]=[CH:35][C:34]([C:37]5[CH:42]=[CH:41][CH:40]=[CH:39][C:38]=5[C:43]5[NH:2][C:4](=[O:7])[O:5][N:44]=5)=[CH:33][CH:32]=4)=[C:26]([CH2:45][CH2:46][CH3:47])[N:25]=[C:24]3[CH2:48][CH3:49])=[CH:21][CH:22]=2)[CH2:14][CH2:15]1, predict the reactants needed to synthesize it. The reactants are: Cl.[NH2:2]O.[C:4](=[O:7])([O-])[OH:5].[Na+].[F:9][C:10]1([F:50])[CH2:15][CH2:14][CH:13]([O:16][C:17]2[CH:22]=[CH:21][C:20]([N:23]3[C:28](=[O:29])[C:27]([CH2:30][C:31]4[CH:36]=[CH:35][C:34]([C:37]5[C:38]([C:43]#[N:44])=[CH:39][CH:40]=[CH:41][CH:42]=5)=[CH:33][CH:32]=4)=[C:26]([CH2:45][CH2:46][CH3:47])[N:25]=[C:24]3[CH2:48][CH3:49])=[CH:19][CH:18]=2)[CH2:12][CH2:11]1.O.